The task is: Binary Classification. Given a T-cell receptor sequence (or CDR3 region) and an epitope sequence, predict whether binding occurs between them.. This data is from TCR-epitope binding with 47,182 pairs between 192 epitopes and 23,139 TCRs. The epitope is RPHERNGFTVL. The TCR CDR3 sequence is CASSVDNYEQYF. Result: 0 (the TCR does not bind to the epitope).